The task is: Predict the product of the given reaction.. This data is from Forward reaction prediction with 1.9M reactions from USPTO patents (1976-2016). (1) Given the reactants C(OC([N:8]1[CH2:13][CH2:12][CH:11]([NH:14][C:15]2[CH:20]=[CH:19][CH:18]=[C:17]([C:21]3[CH:26]=[CH:25][N:24]=[C:23](Cl)[N:22]=3)[CH:16]=2)[CH2:10][CH2:9]1)=O)(C)(C)C.[NH2:28][CH2:29][CH2:30][C:31]1[CH:32]=[C:33]([OH:37])[CH:34]=[CH:35][CH:36]=1, predict the reaction product. The product is: [NH:8]1[CH2:9][CH2:10][CH:11]([NH:14][C:15]2[CH:16]=[C:17]([C:21]3[CH:26]=[CH:25][N:24]=[C:23]([NH:28][CH2:29][CH2:30][C:31]4[CH:32]=[C:33]([OH:37])[CH:34]=[CH:35][CH:36]=4)[N:22]=3)[CH:18]=[CH:19][CH:20]=2)[CH2:12][CH2:13]1. (2) Given the reactants [CH3:1][C:2]1([CH3:10])[O:7][C:6](=[O:8])[CH2:5][C:4](=[O:9])[O:3]1.[CH:11](OC)(OC)[O:12][CH3:13], predict the reaction product. The product is: [CH3:11][O:12][CH:13]=[C:5]1[C:6](=[O:8])[O:7][C:2]([CH3:10])([CH3:1])[O:3][C:4]1=[O:9].